Dataset: Full USPTO retrosynthesis dataset with 1.9M reactions from patents (1976-2016). Task: Predict the reactants needed to synthesize the given product. The reactants are: [C:1]([O:5][C:6]([N:8]1[CH2:13][CH2:12][CH:11]([CH2:14][CH:15]=O)[CH2:10][CH2:9]1)=[O:7])([CH3:4])([CH3:3])[CH3:2].[CH2:17]([O:19][P:20]([CH2:25]P(OCC)(OCC)=O)([O:22][CH2:23][CH3:24])=[O:21])[CH3:18].[OH-].[Na+]. Given the product [C:1]([O:5][C:6]([N:8]1[CH2:9][CH2:10][CH:11]([CH2:14]/[CH:15]=[CH:25]/[P:20]([O:22][CH2:23][CH3:24])([O:19][CH2:17][CH3:18])=[O:21])[CH2:12][CH2:13]1)=[O:7])([CH3:2])([CH3:3])[CH3:4], predict the reactants needed to synthesize it.